From a dataset of Peptide-MHC class I binding affinity with 185,985 pairs from IEDB/IMGT. Regression. Given a peptide amino acid sequence and an MHC pseudo amino acid sequence, predict their binding affinity value. This is MHC class I binding data. (1) The peptide sequence is VMPPRTLLL. The MHC is HLA-B83:01 with pseudo-sequence HLA-B83:01. The binding affinity (normalized) is 0.213. (2) The peptide sequence is ASEELMDKY. The MHC is HLA-A69:01 with pseudo-sequence HLA-A69:01. The binding affinity (normalized) is 0.0847. (3) The peptide sequence is RVQSFKINI. The MHC is HLA-A02:01 with pseudo-sequence HLA-A02:01. The binding affinity (normalized) is 0.386.